From a dataset of Drug-target binding data from BindingDB patent sources. Regression. Given a target protein amino acid sequence and a drug SMILES string, predict the binding affinity score between them. We predict pAffinity (pAffinity = -log10(affinity in M)). Dataset: bindingdb_patent. (1) The small molecule is CNc1nccc2ccc(cc12)C(=O)N1CCC2(CC1)Cc1cn(nc1C(=O)N2)C(C)(C)C. The target protein (Q13085) has sequence MDEPSPLAQPLELNQHSRFIIGSVSEDNSEDEISNLVKLDLLEEKEGSLSPASVGSDTLSDLGISSLQDGLALHIRSSMSGLHLVKQGRDRKKIDSQRDFTVASPAEFVTRFGGNKVIEKVLIANNGIAAVKCMRSIRRWSYEMFRNERAIRFVVMVTPEDLKANAEYIKMADHYVPVPGGPNNNNYANVELILDIAKRIPVQAVWAGWGHASENPKLPELLLKNGIAFMGPPSQAMWALGDKIASSIVAQTAGIPTLPWSGSGLRVDWQENDFSKRILNVPQELYEKGYVKDVDDGLQAAEEVGYPVMIKASEGGGGKGIRKVNNADDFPNLFRQVQAEVPGSPIFVMRLAKQSRHLEVQILADQYGNAISLFGRDCSVQRRHQKIIEEAPATIATPAVFEHMEQCAVKLAKMVGYVSAGTVEYLYSQDGSFYFLELNPRLQVEHPCTEMVADVNLPAAQLQIAMGIPLYRIKDIRMMYGVSPWGDSPIDFEDSAHVPC.... The pAffinity is 7.7. (2) The compound is CC(C)C1(c2c(C)n[nH]c2OC(N)=C1C#N)c1cc(cc(c1)C(F)(F)F)C(F)(F)F. The target protein (P34896) has sequence MTMPVNGAHKDADLWSSHDKMLAQPLKDSDVEVYNIIKKESNRQRVGLELIASENFASRAVLEALGSCLNNKYSEGYPGQRYYGGTEFIDELETLCQKRALQAYKLDPQCWGVNVQPYSGSPANFAVYTALVEPHGRIMGLDLPDGGHLTHGFMTDKKKISATSIFFESMPYKVNPDTGYINYDQLEENARLFHPKLIIAGTSCYSRNLEYARLRKIADENGAYLMADMAHISGLVAAGVVPSPFEHCHVVTTTTHKTLRGCRAGMIFYRKGVKSVDPKTGKEILYNLESLINSAVFPGLQGGPHNHAIAGVAVALKQAMTLEFKVYQHQVVANCRALSEALTELGYKIVTGGSDNHLILVDLRSKGTDGGRAEKVLEACSIACNKNTCPGDRSALRPSGLRLGTPALTSRGLLEKDFQKVAHFIHRGIELTLQIQSDTGVRATLKEFKERLAGDKYQAAVQALREEVESFASLFPLPGLPDF. The pAffinity is 8.3. (3) The compound is COc1ccc(C[C@@H]2COCCN2C(=O)c2ccccc2-n2nccn2)cc1-c1ncco1. The target protein (P08684) has sequence MALIPDLAMETWLLLAVSLVLLYLYGTHSHGLFKKLGIPGPTPLPFLGNILSYHKGFCMFDMECHKKYGKVWGFYDGQQPVLAITDPDMIKTVLVKECYSVFTNRRPFGPVGFMKSAISIAEDEEWKRLRSLLSPTFTSGKLKEMVPIIAQYGDVLVRNLRREAETGKPVTLKDVFGAYSMDVITSTSFGVNIDSLNNPQDPFVENTKKLLRFDFLDPFFLSITVFPFLIPILEVLNICVFPREVTNFLRKSVKRMKESRLEDTQKHRVDFLQLMIDSQNSKETESHKALSDLELVAQSIIFIFAGYETTSSVLSFIMYELATHPDVQQKLQEEIDAVLPNKAPPTYDTVLQMEYLDMVVNETLRLFPIAMRLERVCKKDVEINGMFIPKGVVVMIPSYALHRDPKYWTEPEKFLPERFSKKNKDNIDPYIYTPFGSGPRNCIGMRFALMNMKLALIRVLQNFSFKPCKETQIPLKLSLGGLLQPEKPVVLKVESRDGTV.... The pAffinity is 5.1. (4) The drug is Nc1ncnc2ccc(nc12)-c1cccnc1-c1ccc(F)cn1. The target protein (P37173) has sequence MGRGLLRGLWPLHIVLWTRIASTIPPHVQKSVNNDMIVTDNNGAVKFPQLCKFCDVRFSTCDNQKSCMSNCSITSICEKPQEVCVAVWRKNDENITLETVCHDPKLPYHDFILEDAASPKCIMKEKKKPGETFFMCSCSSDECNDNIIFSEEYNTSNPDLLLVIFQVTGISLLPPLGVAISVIIIFYCYRVNRQQKLSSTWETGKTRKLMEFSEHCAIILEDDRSDISSTCANNINHNTELLPIELDTLVGKGRFAEVYKAKLKQNTSEQFETVAVKIFPYEEYASWKTEKDIFSDINLKHENILQFLTAEERKTELGKQYWLITAFHAKGNLQEYLTRHVISWEDLRKLGSSLARGIAHLHSDHTPCGRPKMPIVHRDLKSSNILVKNDLTCCLCDFGLSLRLDPTLSVDDLANSGQVGTARYMAPEVLESRMNLENVESFKQTDVYSMALVLWEMTSRCNAVGEVKDYEPPFGSKVREHPCVESMKDNVLRDRGRPEI.... The pAffinity is 4.8.